Predict the reactants needed to synthesize the given product. From a dataset of Full USPTO retrosynthesis dataset with 1.9M reactions from patents (1976-2016). (1) Given the product [C:32]([O:31][C:29]([N:8]([CH3:9])[C@H:7]1[CH2:6][CH2:5][CH2:4][C@H:3]([NH:10][C:11](=[O:20])[O:12][CH2:13][C:14]2[CH:19]=[CH:18][CH:17]=[CH:16][CH:15]=2)[C@@H:2]1[OH:1])=[O:30])([CH3:33])([CH3:34])[CH3:35], predict the reactants needed to synthesize it. The reactants are: [OH:1][C@@H:2]1[C@@H:7]([NH:8][CH3:9])[CH2:6][CH2:5][CH2:4][C@@H:3]1[NH:10][C:11](=[O:20])[O:12][CH2:13][C:14]1[CH:19]=[CH:18][CH:17]=[CH:16][CH:15]=1.[CH3:33][C:32]([O:31][C:29](O[C:29]([O:31][C:32]([CH3:35])([CH3:34])[CH3:33])=[O:30])=[O:30])([CH3:35])[CH3:34]. (2) Given the product [OH:1][CH:2]([C:3]([NH:37][O:36][CH3:35])=[O:4])[CH:6]([NH:14][C:15](=[O:33])[C:16]1[CH:21]=[CH:20][CH:19]=[N:18][C:17]=1[N:22]1[CH:26]=[CH:25][C:24]([C:27]2[CH:28]=[CH:29][CH:30]=[CH:31][CH:32]=2)=[N:23]1)[CH2:7][C:8]1[CH:13]=[CH:12][CH:11]=[CH:10][CH:9]=1, predict the reactants needed to synthesize it. The reactants are: [OH:1][CH:2]([CH:6]([NH:14][C:15](=[O:33])[C:16]1[CH:21]=[CH:20][CH:19]=[N:18][C:17]=1[N:22]1[CH:26]=[CH:25][C:24]([C:27]2[CH:32]=[CH:31][CH:30]=[CH:29][CH:28]=2)=[N:23]1)[CH2:7][C:8]1[CH:13]=[CH:12][CH:11]=[CH:10][CH:9]=1)[C:3](O)=[O:4].Cl.[CH3:35][O:36][NH2:37]. (3) Given the product [N:17]1([CH2:23][CH2:24][O:25][C:27](=[O:26])[NH:14][C:11]2[CH:12]=[CH:13][C:8]([NH:7][C:6]([O:5][C:1]([CH3:4])([CH3:2])[CH3:3])=[O:16])=[CH:9][C:10]=2[Cl:15])[CH2:22][CH2:21][CH2:20][CH2:19][CH2:18]1, predict the reactants needed to synthesize it. The reactants are: [C:1]([O:5][C:6](=[O:16])[NH:7][C:8]1[CH:13]=[CH:12][C:11]([NH2:14])=[C:10]([Cl:15])[CH:9]=1)([CH3:4])([CH3:3])[CH3:2].[N:17]1([CH2:23][CH2:24][OH:25])[CH2:22][CH2:21][CH2:20][CH2:19][CH2:18]1.[O:26]1CCC[CH2:27]1.O. (4) The reactants are: Cl.[CH3:2][S:3]([CH:6]1[CH2:11][CH2:10][NH:9][CH2:8][CH2:7]1)(=[O:5])=[O:4].[Cl:12][C:13]1[N:14]=[C:15]([N:24]2[CH2:29][CH2:28][O:27][CH2:26][CH2:25]2)[C:16]2[S:21][C:20]([CH:22]=O)=[CH:19][C:17]=2[N:18]=1. Given the product [Cl:12][C:13]1[N:14]=[C:15]([N:24]2[CH2:25][CH2:26][O:27][CH2:28][CH2:29]2)[C:16]2[S:21][C:20]([CH2:22][N:9]3[CH2:10][CH2:11][CH:6]([S:3]([CH3:2])(=[O:5])=[O:4])[CH2:7][CH2:8]3)=[CH:19][C:17]=2[N:18]=1, predict the reactants needed to synthesize it. (5) Given the product [Cl:1][C:2]1[C:3]([CH2:30][N:32]2[CH2:36][CH2:35][CH:34]([C:37]([NH2:39])=[O:38])[CH2:33]2)=[C:4]([C:26]([F:27])([F:28])[F:29])[CH:5]=[C:6]2[C:11]=1[N:10]=[CH:9][N:8]([CH2:12][C:13]1[CH:18]=[C:17]([Cl:19])[CH:16]=[CH:15][C:14]=1[S:20]([CH2:23][CH3:24])(=[O:22])=[O:21])[C:7]2=[O:25], predict the reactants needed to synthesize it. The reactants are: [Cl:1][C:2]1[C:3]([CH:30]=O)=[C:4]([C:26]([F:29])([F:28])[F:27])[CH:5]=[C:6]2[C:11]=1[N:10]=[CH:9][N:8]([CH2:12][C:13]1[CH:18]=[C:17]([Cl:19])[CH:16]=[CH:15][C:14]=1[S:20]([CH2:23][CH3:24])(=[O:22])=[O:21])[C:7]2=[O:25].[NH:32]1[CH2:36][CH2:35][CH:34]([C:37]([NH2:39])=[O:38])[CH2:33]1. (6) Given the product [CH3:1][CH:2]([CH3:26])[C@H:3]([N:7]([C:27](=[O:32])[CH2:28][CH2:29][CH2:30][CH3:31])[CH2:8][C:9]1[CH:10]=[CH:11][C:12]([C:15]2[CH:20]=[CH:19][CH:18]=[CH:17][C:16]=2[C:21]2[NH:22][N:23]=[N:24][N:25]=2)=[CH:13][CH:14]=1)[C:4]([OH:6])=[O:5], predict the reactants needed to synthesize it. The reactants are: [CH3:1][CH:2]([CH3:26])[C@H:3]([NH:7][CH2:8][C:9]1[CH:14]=[CH:13][C:12]([C:15]2[CH:20]=[CH:19][CH:18]=[CH:17][C:16]=2[C:21]2[NH:25][N:24]=[N:23][N:22]=2)=[CH:11][CH:10]=1)[C:4]([OH:6])=[O:5].[C:27](Cl)(=[O:32])[CH2:28][CH2:29][CH2:30][CH3:31].N1C=CC=CC=1.C(=O)([O-])[O-].[Na+].[Na+].Cl. (7) Given the product [F:1][C:2]1[CH:7]=[CH:6][CH:5]=[CH:4][C:3]=1[C:8]1[N:13]=[CH:12][C:11]([OH:16])=[CH:10][CH:9]=1, predict the reactants needed to synthesize it. The reactants are: [F:1][C:2]1[CH:7]=[CH:6][CH:5]=[CH:4][C:3]=1[C:8]1[N:13]=[CH:12][C:11](N)=[CH:10][CH:9]=1.N(OC(C)(C)C)=[O:16].CCCCC. (8) Given the product [Cl:36][C:33]1[CH:32]=[CH:31][C:30]([CH2:29][N:28]2[C:27]3[C:26](=[O:37])[N:25]([CH2:38][CH2:39][O:40][CH:41]4[CH2:46][CH2:45][CH2:44][CH2:43][O:42]4)[C:24](=[O:47])[N:23]([CH3:48])[C:22]=3[N:21]=[C:20]2[O:11][CH2:10][CH2:9][CH2:8][O:7][C:6]2[CH:12]=[CH:13][CH:14]=[C:4]([O:3][C:2]([F:15])([F:16])[F:1])[CH:5]=2)=[CH:35][CH:34]=1, predict the reactants needed to synthesize it. The reactants are: [F:1][C:2]([F:16])([F:15])[O:3][C:4]1[CH:5]=[C:6]([CH:12]=[CH:13][CH:14]=1)[O:7][CH2:8][CH2:9][CH2:10][OH:11].[H-].[Na+].Br[C:20]1[N:28]([CH2:29][C:30]2[CH:35]=[CH:34][C:33]([Cl:36])=[CH:32][CH:31]=2)[C:27]2[C:26](=[O:37])[N:25]([CH2:38][CH2:39][O:40][CH:41]3[CH2:46][CH2:45][CH2:44][CH2:43][O:42]3)[C:24](=[O:47])[N:23]([CH3:48])[C:22]=2[N:21]=1.[Cl-].[NH4+]. (9) Given the product [NH2:12][C:9]1[CH:10]=[CH:11][C:3]([O:2][CH3:1])=[C:4]2[C:8]=1[C:7](=[O:15])[N:6]([CH3:16])[CH2:5]2, predict the reactants needed to synthesize it. The reactants are: [CH3:1][O:2][C:3]1[CH:11]=[CH:10][C:9]([N+:12]([O-])=O)=[C:8]2[C:4]=1[CH2:5][N:6]([CH3:16])[C:7]2=[O:15].